This data is from Forward reaction prediction with 1.9M reactions from USPTO patents (1976-2016). The task is: Predict the product of the given reaction. (1) Given the reactants [OH:1][C:2]1[CH:11]=[C:10]2[C:5]([CH:6]=[CH:7][N:8]([C:13]3[CH:14]=[C:15]([CH:19]=[CH:20][C:21]=3[CH3:22])[C:16]([OH:18])=[O:17])[C:9]2=[O:12])=[CH:4][CH:3]=1.[I-].[Na+].C(=O)([O-])[O-].[K+].[K+].Cl.ClCC[CH:35]1[CH2:40][CH2:39][NH:38][CH2:37][CH2:36]1.[OH-].[Na+].[CH3:43][C:44](C)=O, predict the reaction product. The product is: [CH3:22][C:21]1[CH:20]=[CH:19][C:15]([C:16]([OH:18])=[O:17])=[CH:14][C:13]=1[N:8]1[CH:7]=[CH:6][C:5]2[C:10](=[CH:11][C:2]([O:1][CH2:43][CH2:44][N:38]3[CH2:37][CH2:36][CH2:35][CH2:40][CH2:39]3)=[CH:3][CH:4]=2)[C:9]1=[O:12]. (2) Given the reactants [I:1][C:2]1[CH:10]=[CH:9][C:5]([C:6]([OH:8])=O)=[C:4]([O:11][CH3:12])[CH:3]=1.CN(C(O[N:21]1N=N[C:23]2C=CC=[N:27][C:22]1=2)=[N+](C)C)C.F[P-](F)(F)(F)(F)F.CCN(C(C)C)C(C)C.C1C=CC2N(O)N=NC=2C=1.C(=NO)(N)C, predict the reaction product. The product is: [I:1][C:2]1[CH:10]=[CH:9][C:5]([C:6]2[O:8][N:27]=[C:22]([CH3:23])[N:21]=2)=[C:4]([O:11][CH3:12])[CH:3]=1. (3) Given the reactants Br[C:2]1[CH:7]=[CH:6][C:5]([C:8]2[C:12]([C:13]#[N:14])=[C:11]([CH2:15][CH3:16])[N:10]([CH3:17])[C:9]=2[C:18]([O:20][CH2:21][CH3:22])=[O:19])=[CH:4][CH:3]=1.C(=O)([O-])[O-].[K+].[K+].C1COCC1.[C:34]([C:36]1[CH:41]=[CH:40][CH:39]=[CH:38][C:37]=1B(O)O)#[N:35], predict the reaction product. The product is: [C:13]([C:12]1[C:8]([C:5]2[CH:6]=[CH:7][C:2]([C:37]3[CH:38]=[CH:39][CH:40]=[CH:41][C:36]=3[C:34]#[N:35])=[CH:3][CH:4]=2)=[C:9]([C:18]([O:20][CH2:21][CH3:22])=[O:19])[N:10]([CH3:17])[C:11]=1[CH2:15][CH3:16])#[N:14]. (4) Given the reactants Cl.[NH2:2][C@H:3]1[CH2:8][CH2:7][C@H:6]([NH:9][C:10]([C:12]2[C:16]3[N:17]=[CH:18][N:19]=[C:20]([C:21]4[CH:26]=[C:25]([F:27])[C:24]([O:28][CH3:29])=[CH:23][C:22]=4[O:30][CH2:31][CH:32]4[CH2:34][CH2:33]4)[C:15]=3[NH:14][C:13]=2[CH3:35])=[O:11])[CH2:5][CH2:4]1.[C:36](Cl)(=[O:39])[CH2:37][CH3:38], predict the reaction product. The product is: [CH:32]1([CH2:31][O:30][C:22]2[CH:23]=[C:24]([O:28][CH3:29])[C:25]([F:27])=[CH:26][C:21]=2[C:20]2[C:15]3[NH:14][C:13]([CH3:35])=[C:12]([C:10]([NH:9][C@H:6]4[CH2:7][CH2:8][C@H:3]([NH:2][C:36](=[O:39])[CH2:37][CH3:38])[CH2:4][CH2:5]4)=[O:11])[C:16]=3[N:17]=[CH:18][N:19]=2)[CH2:34][CH2:33]1.